This data is from Catalyst prediction with 721,799 reactions and 888 catalyst types from USPTO. The task is: Predict which catalyst facilitates the given reaction. (1) Reactant: [F:1][C:2]1[CH:10]=[C:9]([F:11])[CH:8]=[CH:7][C:3]=1[CH:4]=[N:5][OH:6].[Cl:12]N1C(=O)CCC1=O. Product: [F:1][C:2]1[CH:10]=[C:9]([F:11])[CH:8]=[CH:7][C:3]=1[C:4](=[N:5][OH:6])[Cl:12]. The catalyst class is: 9. (2) Reactant: [C:1]1([CH:11]=[O:12])[C:10]2[C:5](=[CH:6][CH:7]=[CH:8][CH:9]=2)[CH:4]=[CH:3][CH:2]=1.[Br:13]Br. Product: [Br:13][C:7]1[CH:6]=[C:5]2[C:10](=[CH:9][CH:8]=1)[C:1]([CH:11]=[O:12])=[CH:2][CH:3]=[CH:4]2. The catalyst class is: 22.